From a dataset of Reaction yield outcomes from USPTO patents with 853,638 reactions. Predict the reaction yield, written as a fraction of the theoretical maximum amount of product (1.0 means a 100% yield; for example, 0.34 means a 34% yield). (1) The product is [S:40]([O:12][CH2:11][C@:10]1([O:14][C@H:15]([CH2:25][O:26][Si:27]([C:30]([CH3:33])([CH3:32])[CH3:31])([CH3:28])[CH3:29])[C@@H:16]([O:17][CH2:18][C:19]2[CH:24]=[CH:23][CH:22]=[CH:21][CH:20]=2)[C@@H:9]1[O:8][CH2:1][C:2]1[CH:3]=[CH:4][CH:5]=[CH:6][CH:7]=1)[OH:13])([C:37]1[CH:38]=[CH:39][C:34]([CH3:44])=[CH:35][CH:36]=1)(=[O:42])=[O:41]. The catalyst is N1C=CC=CC=1. The reactants are [CH2:1]([O:8][C@H:9]1[C@H:16]([O:17][CH2:18][C:19]2[CH:24]=[CH:23][CH:22]=[CH:21][CH:20]=2)[C@@H:15]([CH2:25][O:26][Si:27]([C:30]([CH3:33])([CH3:32])[CH3:31])([CH3:29])[CH3:28])[O:14][C@:10]1([OH:13])[CH2:11][OH:12])[C:2]1[CH:7]=[CH:6][CH:5]=[CH:4][CH:3]=1.[C:34]1([CH3:44])[CH:39]=[CH:38][C:37]([S:40](Cl)(=[O:42])=[O:41])=[CH:36][CH:35]=1. The yield is 0.720. (2) The reactants are [Br:1][C:2]1[CH:3]=[C:4]([CH:12]=[C:13]([OH:15])[CH:14]=1)[C:5]([NH:7][CH2:8][CH:9]([CH3:11])[CH3:10])=[O:6].I[CH:17]([CH3:19])[CH3:18].C(=O)([O-])[O-].[K+].[K+]. The catalyst is C(OCC)(=O)C.CN(C=O)C.C(#N)C.O.O.C(#N)C. The product is [Br:1][C:2]1[CH:3]=[C:4]([CH:12]=[C:13]([O:15][CH:17]([CH3:19])[CH3:18])[CH:14]=1)[C:5]([NH:7][CH2:8][CH:9]([CH3:11])[CH3:10])=[O:6]. The yield is 1.00. (3) The reactants are C1N2CN3CN(C2)CN1C3.[F:11][C:12]1[CH:17]=[CH:16][CH:15]=[C:14]([O:18][CH3:19])[C:13]=1[OH:20].FC(F)(F)[C:23](O)=[O:24]. No catalyst specified. The product is [F:11][C:12]1[C:13]([OH:20])=[C:14]([O:18][CH3:19])[CH:15]=[CH:16][C:17]=1[CH:23]=[O:24]. The yield is 0.650.